Task: Predict the reaction yield, written as a fraction of the theoretical maximum amount of product (1.0 means a 100% yield; for example, 0.34 means a 34% yield).. Dataset: Reaction yield outcomes from USPTO patents with 853,638 reactions (1) The reactants are [Cl:1][C:2]1[CH:3]=[CH:4][CH:5]=[C:6]2[C:10]=1[N:9]([CH3:11])[CH:8]=[C:7]2[CH2:12][N:13]([CH3:30])[C:14](=[O:29])/[CH:15]=[CH:16]/[C:17]1[CH:18]=[N:19][C:20]([NH:23][CH2:24][C:25]([O:27]C)=O)=[CH:21][CH:22]=1.COC([CH2:35][NH:36]C1N=CC(/C=C/C(N(C)CC2C3C(=CC=CC=3)NC=2C)=O)=CC=1)=O. No catalyst specified. The product is [Cl:1][C:2]1[CH:3]=[CH:4][CH:5]=[C:6]2[C:10]=1[N:9]([CH3:11])[CH:8]=[C:7]2[CH2:12][N:13]([CH3:30])[C:14](=[O:29])/[CH:15]=[CH:16]/[C:17]1[CH:18]=[N:19][C:20]([NH:23][CH2:24][C:25]([NH:36][CH3:35])=[O:27])=[CH:21][CH:22]=1. The yield is 0.940. (2) The reactants are [CH3:1][C:2]1([CH3:28])[CH2:7][N:6]([S:8]([C:11]2[CH:16]=[CH:15][CH:14]=[CH:13][C:12]=2[N+:17]([O-:19])=[O:18])(=[O:10])=[O:9])[CH2:5][C:4]2[CH:20]=[C:21]([C:23]([O:25]CC)=[O:24])[S:22][C:3]1=2.[Li+].[OH-]. The catalyst is C1COCC1. The product is [CH3:1][C:2]1([CH3:28])[CH2:7][N:6]([S:8]([C:11]2[CH:16]=[CH:15][CH:14]=[CH:13][C:12]=2[N+:17]([O-:19])=[O:18])(=[O:10])=[O:9])[CH2:5][C:4]2[CH:20]=[C:21]([C:23]([OH:25])=[O:24])[S:22][C:3]1=2. The yield is 0.950. (3) The reactants are Br[C:2]1[C:10]2[C:9]([NH2:11])=[N:8][CH:7]=[N:6][C:5]=2[N:4]([CH:12]([CH3:14])[CH3:13])[CH:3]=1.CC1(C)C(C)(C)OB([C:23]2[CH:24]=[C:25]3[C:29](=[CH:30][CH:31]=2)[N:28]([C:32](=[O:44])[CH2:33][C:34]2[CH:39]=[CH:38][CH:37]=[C:36]([C:40]([F:43])([F:42])[F:41])[CH:35]=2)[CH2:27][CH2:26]3)O1.O1CCOCC1.C([O-])(O)=O.[Na+]. The catalyst is O.C1C=CC([P]([Pd]([P](C2C=CC=CC=2)(C2C=CC=CC=2)C2C=CC=CC=2)([P](C2C=CC=CC=2)(C2C=CC=CC=2)C2C=CC=CC=2)[P](C2C=CC=CC=2)(C2C=CC=CC=2)C2C=CC=CC=2)(C2C=CC=CC=2)C2C=CC=CC=2)=CC=1. The product is [CH3:13][CH:12]([N:4]1[C:5]2[N:6]=[CH:7][N:8]=[C:9]([NH2:11])[C:10]=2[C:2]([C:23]2[CH:24]=[C:25]3[C:29](=[CH:30][CH:31]=2)[N:28]([C:32](=[O:44])[CH2:33][C:34]2[CH:39]=[CH:38][CH:37]=[C:36]([C:40]([F:43])([F:41])[F:42])[CH:35]=2)[CH2:27][CH2:26]3)=[CH:3]1)[CH3:14]. The yield is 0.471. (4) The reactants are [CH2:1]([O:8][CH2:9][O:10][C@H:11]1[CH2:15][N:14]([C:16]([O:18][C:19]([CH3:22])([CH3:21])[CH3:20])=[O:17])[C@@H:13]([C:23](OC)=[O:24])[CH2:12]1)[C:2]1[CH:7]=[CH:6][CH:5]=[CH:4][CH:3]=1.[Cl-].[Li+].[BH4-].[Na+].O. The catalyst is C(O)C. The product is [CH2:1]([O:8][CH2:9][O:10][C@H:11]1[CH2:15][N:14]([C:16]([O:18][C:19]([CH3:20])([CH3:21])[CH3:22])=[O:17])[C@@H:13]([CH2:23][OH:24])[CH2:12]1)[C:2]1[CH:7]=[CH:6][CH:5]=[CH:4][CH:3]=1. The yield is 0.810. (5) The reactants are [Cl:1][C:2]1[C:3](F)=[C:4]([CH:7]=[CH:8][CH:9]=1)[CH:5]=[O:6].[NH:11]1[CH2:16][CH2:15][O:14][CH2:13][CH2:12]1.C(=O)([O-])[O-].[K+].[K+].CS(C)=O. The catalyst is O. The product is [Cl:1][C:2]1[C:3]([N:11]2[CH2:16][CH2:15][O:14][CH2:13][CH2:12]2)=[C:4]([CH:7]=[CH:8][CH:9]=1)[CH:5]=[O:6]. The yield is 0.330. (6) The reactants are CS(O[CH2:6][CH2:7][O:8][C@H:9]1[CH2:14][CH2:13][C@H:12]([N:15]2[C:20](=[O:21])[C:19]([CH2:22][C:23]3[CH:28]=[CH:27][C:26]([C:29]4[CH:34]=[CH:33][CH:32]=[CH:31][C:30]=4[C:35]#[N:36])=[CH:25][CH:24]=3)=[C:18]([CH2:37][CH2:38][CH3:39])[N:17]3[N:40]=[CH:41][N:42]=[C:16]23)[CH2:11][CH2:10]1)(=O)=O.[NH:43]1[CH:47]=[CH:46][N:45]=[CH:44]1.CN(C)C=O.[H-].[Na+]. The catalyst is C(OCC)(=O)C. The product is [N:43]1([CH2:6][CH2:7][O:8][C@H:9]2[CH2:14][CH2:13][C@H:12]([N:15]3[C:20](=[O:21])[C:19]([CH2:22][C:23]4[CH:24]=[CH:25][C:26]([C:29]5[C:30]([C:35]#[N:36])=[CH:31][CH:32]=[CH:33][CH:34]=5)=[CH:27][CH:28]=4)=[C:18]([CH2:37][CH2:38][CH3:39])[N:17]4[N:40]=[CH:41][N:42]=[C:16]34)[CH2:11][CH2:10]2)[CH:47]=[CH:46][N:45]=[CH:44]1. The yield is 0.830. (7) The reactants are [Cl:1][C:2]1[CH:3]=[C:4]2[C:8](=[CH:9][CH:10]=1)[N:7]([C:11]1[CH:16]=[CH:15][CH:14]=[C:13]([C:17]([F:20])([F:19])[F:18])[CH:12]=1)[C:6]([CH:21]([NH:28][C:29]1[CH:38]=[CH:37][C:32]([C:33]([O:35]C)=[O:34])=[CH:31][CH:30]=1)[CH2:22][CH2:23][CH2:24][CH2:25][CH2:26][CH3:27])=[CH:5]2.O1CCCC1.[OH-].[Na+]. The catalyst is C(O)C. The product is [Cl:1][C:2]1[CH:3]=[C:4]2[C:8](=[CH:9][CH:10]=1)[N:7]([C:11]1[CH:16]=[CH:15][CH:14]=[C:13]([C:17]([F:20])([F:19])[F:18])[CH:12]=1)[C:6]([CH:21]([NH:28][C:29]1[CH:30]=[CH:31][C:32]([C:33]([OH:35])=[O:34])=[CH:37][CH:38]=1)[CH2:22][CH2:23][CH2:24][CH2:25][CH2:26][CH3:27])=[CH:5]2. The yield is 0.940.